Dataset: Reaction yield outcomes from USPTO patents with 853,638 reactions. Task: Predict the reaction yield, written as a fraction of the theoretical maximum amount of product (1.0 means a 100% yield; for example, 0.34 means a 34% yield). (1) The reactants are [O:1]1[C:10]2[C:5](=[CH:6][CH:7]=[CH:8][CH:9]=2)[C:4](=[O:11])[CH2:3][CH2:2]1.[C:12](OC)(=[O:17])[C:13]([O:15]C)=[O:14].C[O-].[Na+]. The catalyst is CO. The product is [OH:17]/[C:12](=[C:3]1/[CH2:2][O:1][C:10]2[CH:9]=[CH:8][CH:7]=[CH:6][C:5]=2[C:4]/1=[O:11])/[C:13]([OH:15])=[O:14]. The yield is 0.952. (2) The reactants are [Cl:1][C:2]1[CH:7]=[CH:6][C:5]([NH:8][C:9]([NH:11][C:12]2[CH:17]=[CH:16][C:15]([O:18][C:19]3[CH:24]=[C:23](S(C)(=O)=O)[N:22]=[CH:21][N:20]=3)=[CH:14][CH:13]=2)=[O:10])=[CH:4][C:3]=1[C:29]([F:32])([F:31])[F:30].[NH2:33][CH2:34][CH2:35][OH:36]. The catalyst is ClCCl. The product is [Cl:1][C:2]1[CH:7]=[CH:6][C:5]([NH:8][C:9]([NH:11][C:12]2[CH:17]=[CH:16][C:15]([O:18][C:19]3[CH:24]=[C:23]([NH:33][CH2:34][CH2:35][OH:36])[N:22]=[CH:21][N:20]=3)=[CH:14][CH:13]=2)=[O:10])=[CH:4][C:3]=1[C:29]([F:32])([F:31])[F:30]. The yield is 0.520.